Dataset: Full USPTO retrosynthesis dataset with 1.9M reactions from patents (1976-2016). Task: Predict the reactants needed to synthesize the given product. (1) Given the product [F:25][CH:21]([F:26])[O:1][C:2]1[CH:7]=[CH:6][C:5]([C:8](=[O:10])[CH3:9])=[CH:4][C:3]=1[C:11]([F:12])([F:13])[F:14], predict the reactants needed to synthesize it. The reactants are: [OH:1][C:2]1[CH:7]=[CH:6][C:5]([C:8](=[O:10])[CH3:9])=[CH:4][C:3]=1[C:11]([F:14])([F:13])[F:12].CN(C)C=O.Cl[C:21]([F:26])([F:25])C([O-])=O.[Na+].C(=O)([O-])[O-].[Cs+].[Cs+]. (2) The reactants are: [NH2:1][CH:2]1[CH2:7][CH2:6][N:5]([CH2:8][CH:9]2[N:13]3[C:14](=[O:22])[CH:15]=[N:16][C:17]4[CH:18]=[CH:19][C:20]([F:21])=[C:11]([C:12]=43)[CH2:10]2)[CH2:4][CH2:3]1.[O:23]=[C:24]1[NH:35][C:28]2[N:29]=[C:30]([CH:33]=O)[N:31]=[CH:32][C:27]=2[CH2:26][CH2:25]1.S([O-])([O-])(=O)=O.[Na+].[Na+].C(O[BH-](OC(=O)C)OC(=O)C)(=O)C.[Na+].CO.C(Cl)[Cl:60]. Given the product [ClH:60].[F:21][C:20]1[CH:19]=[CH:18][C:17]2[N:16]=[CH:15][C:14](=[O:22])[N:13]3[CH:9]([CH2:8][N:5]4[CH2:6][CH2:7][CH:2]([NH:1][CH2:33][C:30]5[NH:29][C:28]6=[N:35][C:24](=[O:23])[CH2:25][CH2:26][C:27]6=[CH:32][N:31]=5)[CH2:3][CH2:4]4)[CH2:10][C:11]=1[C:12]=23, predict the reactants needed to synthesize it. (3) Given the product [CH3:11][O:10][C:5]1[CH:4]=[CH:3][C:2]([C:14]2[CH:15]=[CH:16][S:12][CH:13]=2)=[CH:9][C:6]=1[CH:7]=[O:8], predict the reactants needed to synthesize it. The reactants are: Br[C:2]1[CH:3]=[CH:4][C:5]([O:10][CH3:11])=[C:6]([CH:9]=1)[CH:7]=[O:8].[S:12]1[CH:16]=[CH:15][C:14](B(O)O)=[CH:13]1. (4) Given the product [CH3:35][O:34][C:23]1[CH:22]=[C:21]([C:19]([N:10]2[C:11]3[CH:18]=[CH:17][CH:16]=[CH:15][C:12]=3[CH2:13][N:14]3[C:5]([C:3]([NH:38][CH2:39][C:40]4[CH:41]=[N:42][CH:43]=[CH:44][CH:45]=4)=[O:4])=[CH:6][CH:7]=[C:8]3[CH2:9]2)=[O:20])[CH:26]=[CH:25][C:24]=1[C:27]1[CH:32]=[CH:31][CH:30]=[CH:29][C:28]=1[CH3:33], predict the reactants needed to synthesize it. The reactants are: ClC(Cl)(Cl)[C:3]([C:5]1[N:14]2[C:8]([CH2:9][N:10]([C:19]([C:21]3[CH:26]=[CH:25][C:24]([C:27]4[CH:32]=[CH:31][CH:30]=[CH:29][C:28]=4[CH3:33])=[C:23]([O:34][CH3:35])[CH:22]=3)=[O:20])[C:11]3[CH:18]=[CH:17][CH:16]=[CH:15][C:12]=3[CH2:13]2)=[CH:7][CH:6]=1)=[O:4].[NH2:38][CH2:39][C:40]1[CH:41]=[N:42][CH:43]=[CH:44][CH:45]=1.CS(C)=O. (5) Given the product [CH2:1]([NH:8][C:10]1[CH:11]=[N:12][C:13]2[N:14]([CH:16]=[CH:17][N:18]=2)[CH:15]=1)[C:2]1[CH:7]=[CH:6][CH:5]=[CH:4][CH:3]=1, predict the reactants needed to synthesize it. The reactants are: [CH2:1]([NH2:8])[C:2]1[CH:7]=[CH:6][CH:5]=[CH:4][CH:3]=1.Br[C:10]1[CH:11]=[N:12][C:13]2[N:14]([CH:16]=[CH:17][N:18]=2)[CH:15]=1. (6) Given the product [Cl:1][C:2]1[CH:12]=[CH:11][C:5]([O:6][CH2:7][C:8]([N:14]2[C:23]3[C:18](=[CH:19][CH:20]=[CH:21][CH:22]=3)[CH2:17][CH2:16][CH2:15]2)=[O:10])=[C:4]([CH3:13])[CH:3]=1, predict the reactants needed to synthesize it. The reactants are: [Cl:1][C:2]1[CH:12]=[CH:11][C:5]([O:6][CH2:7][C:8]([OH:10])=O)=[C:4]([CH3:13])[CH:3]=1.[NH:14]1[C:23]2[C:18](=[CH:19][CH:20]=[CH:21][CH:22]=2)[CH2:17][CH2:16][CH2:15]1.